Task: Predict the reaction yield, written as a fraction of the theoretical maximum amount of product (1.0 means a 100% yield; for example, 0.34 means a 34% yield).. Dataset: Reaction yield outcomes from USPTO patents with 853,638 reactions (1) The reactants are [CH2:1]([C:8]1[NH:12][N:11]=[C:10]([C:13]2[S:17][C:16]([C:18]([O:20]CCCC)=[O:19])=[C:15]([CH3:25])[CH:14]=2)[N:9]=1)[C:2]1[CH:7]=[CH:6][CH:5]=[CH:4][CH:3]=1.[OH-].[Na+].C(O)(=O)C. The catalyst is C(O)C.O. The product is [CH2:1]([C:8]1[NH:12][N:11]=[C:10]([C:13]2[S:17][C:16]([C:18]([OH:20])=[O:19])=[C:15]([CH3:25])[CH:14]=2)[N:9]=1)[C:2]1[CH:7]=[CH:6][CH:5]=[CH:4][CH:3]=1. The yield is 0.960. (2) The reactants are [CH3:1][NH:2][C@@H:3]1[C:8]2[CH:9]=[CH:10][CH:11]=[CH:12][C:7]=2[C@H:6]([C:13]2[CH:14]=[CH:15][C:16]([Cl:20])=[C:17]([Cl:19])[CH:18]=2)[CH2:5][CH2:4]1.[ClH:21]. The catalyst is O. The product is [CH3:1][NH:2][C@@H:3]1[C:8]2[CH:9]=[CH:10][CH:11]=[CH:12][C:7]=2[C@H:6]([C:13]2[CH:14]=[CH:15][C:16]([Cl:20])=[C:17]([Cl:19])[CH:18]=2)[CH2:5][CH2:4]1.[ClH:21]. The yield is 0.768. (3) The reactants are [CH2:1]([O:4][C:5]1[C:9]([C:10]([OH:12])=O)=[CH:8][N:7]([CH2:13][C:14]2[CH:19]=[CH:18][C:17]([O:20][CH3:21])=[CH:16][CH:15]=2)[N:6]=1)[CH:2]=[CH2:3].Cl.[CH3:23][NH:24][O:25][CH3:26].CN(C(ON1N=NC2C=CC=NC1=2)=[N+](C)C)C.F[P-](F)(F)(F)(F)F. The catalyst is C(Cl)Cl. The product is [CH3:26][O:25][N:24]([CH3:23])[C:10]([C:9]1[C:5]([O:4][CH2:1][CH:2]=[CH2:3])=[N:6][N:7]([CH2:13][C:14]2[CH:19]=[CH:18][C:17]([O:20][CH3:21])=[CH:16][CH:15]=2)[CH:8]=1)=[O:12]. The yield is 0.750. (4) The product is [Br:1][C:2]1[CH:16]=[CH:15][C:5]([CH2:6][N:7]([C:22](=[O:27])[CH2:23][CH2:24][CH2:25][CH3:26])[C@H:8]([C:12]([OH:14])=[O:13])[CH:9]([CH3:11])[CH3:10])=[CH:4][CH:3]=1. The yield is 0.912. The catalyst is C1COCC1. The reactants are [Br:1][C:2]1[CH:16]=[CH:15][C:5]([CH2:6][NH:7][C@H:8]([C:12]([OH:14])=[O:13])[CH:9]([CH3:11])[CH3:10])=[CH:4][CH:3]=1.C(=O)(O)[O-].[Na+].[C:22](Cl)(=[O:27])[CH2:23][CH2:24][CH2:25][CH3:26].O. (5) The reactants are CN1CCOCC1.[CH3:8][Si:9](Cl)([CH3:11])[CH3:10].[OH:13][C@@H:14]1[C@@H:19]([OH:20])[C@H:18]([OH:21])[C@@H:17]([CH2:22][OH:23])[O:16][C:15]1=[O:24].O1CCCC1. The catalyst is C(OCC)(=O)C.O. The product is [CH3:8][Si:9]([CH3:11])([CH3:10])[O:13][C@@H:14]1[C@@H:19]([O:20][Si:9]([CH3:11])([CH3:10])[CH3:8])[C@H:18]([O:21][Si:9]([CH3:11])([CH3:10])[CH3:8])[C@@H:17]([CH2:22][O:23][Si:9]([CH3:11])([CH3:10])[CH3:8])[O:16][C:15]1=[O:24]. The yield is 0.580.